Task: Predict the reactants needed to synthesize the given product.. Dataset: Full USPTO retrosynthesis dataset with 1.9M reactions from patents (1976-2016) (1) Given the product [CH2:27]([O:26][C:24]([NH:7][C@H:6]([C:8]([O:10][CH3:11])=[O:9])[CH2:5][CH2:4][C:3]([F:16])([F:2])[C:12]([F:13])([F:14])[F:15])=[O:25])[C:28]1[CH:33]=[CH:32][CH:31]=[CH:30][CH:29]=1, predict the reactants needed to synthesize it. The reactants are: Cl.[F:2][C:3]([F:16])([C:12]([F:15])([F:14])[F:13])[CH2:4][CH2:5][C@@H:6]([C:8]([O:10][CH3:11])=[O:9])[NH2:7].C(=O)([O-])[O-].[K+].[K+].Cl[C:24]([O:26][CH2:27][C:28]1[CH:33]=[CH:32][CH:31]=[CH:30][CH:29]=1)=[O:25]. (2) Given the product [C:1]([C:3](=[CH:40][CH:41]([CH3:43])[CH3:42])[C:4]([N:6]1[CH2:10][CH2:9][CH2:8][CH:7]1[CH2:11][N:12]1[C:16]2[CH:17]=[CH:18][CH:19]=[CH:20][C:15]=2[N:14]=[C:13]1[NH:21][C:22](=[O:29])[C:23]1[CH:28]=[CH:27][CH:26]=[N:25][CH:24]=1)=[O:5])#[N:2], predict the reactants needed to synthesize it. The reactants are: [C:1]([CH2:3][C:4]([N:6]1[CH2:10][CH2:9][CH2:8][CH:7]1[CH2:11][N:12]1[C:16]2[CH:17]=[CH:18][CH:19]=[CH:20][C:15]=2[N:14]=[C:13]1[NH:21][C:22](=[O:29])[C:23]1[CH:28]=[CH:27][CH:26]=[N:25][CH:24]=1)=[O:5])#[N:2].C(O)(=O)C.N1CCCCC1.[CH:40](=O)[CH:41]([CH3:43])[CH3:42].O. (3) The reactants are: FC(F)(F)C(O)=O.[Cl:8][C:9]1[CH:14]=[CH:13][C:12]([N:15]2[CH2:20][CH2:19][N:18](C(OC(C)(C)C)=O)[CH2:17][CH2:16]2)=[CH:11][CH:10]=1.C(=O)(O)[O-].[Na+]. Given the product [Cl:8][C:9]1[CH:10]=[CH:11][C:12]([N:15]2[CH2:20][CH2:19][NH:18][CH2:17][CH2:16]2)=[CH:13][CH:14]=1, predict the reactants needed to synthesize it. (4) Given the product [C:12]([N:9]1[C@@H:8]([CH2:1][C:2]2[CH:3]=[CH:4][CH:5]=[CH:6][CH:7]=2)[CH2:12][O:11][C:10]1=[O:13])(=[O:11])/[CH:8]=[CH:1]/[C:2]1[CH:7]=[CH:6][CH:5]=[CH:4][CH:3]=1, predict the reactants needed to synthesize it. The reactants are: [CH2:1]([C@H:8]1[CH2:12][O:11][C:10](=[O:13])[NH:9]1)[C:2]1[CH:7]=[CH:6][CH:5]=[CH:4][CH:3]=1. (5) Given the product [OH:11][CH2:10][CH:2]1[CH2:3][C:4]2[C:9](=[CH:8][CH:7]=[CH:6][CH:5]=2)[N:1]1[C:30]([O:29][CH2:22][C:23]1[CH:28]=[CH:27][CH:26]=[CH:25][CH:24]=1)=[O:31], predict the reactants needed to synthesize it. The reactants are: [NH:1]1[C:9]2[C:4](=[CH:5][CH:6]=[CH:7][CH:8]=2)[CH2:3][CH:2]1[CH2:10][OH:11].C1COCC1.C(=O)(O)[O-].[Na+].[CH2:22]([O:29][C:30](Cl)=[O:31])[C:23]1[CH:28]=[CH:27][CH:26]=[CH:25][CH:24]=1. (6) Given the product [ClH:1].[Cl:1][C:2]1[C:3]([CH:12]([NH2:20])[CH2:13][C:14]2[CH:19]=[CH:18][CH:17]=[CH:16][CH:15]=2)=[N:4][CH:5]=[C:6]([C:8]([F:11])([F:9])[F:10])[CH:7]=1, predict the reactants needed to synthesize it. The reactants are: [Cl:1][C:2]1[C:3]([CH:12]([N:20]=C(C2C=CC=CC=2)C2C=CC=CC=2)[CH2:13][C:14]2[CH:19]=[CH:18][CH:17]=[CH:16][CH:15]=2)=[N:4][CH:5]=[C:6]([C:8]([F:11])([F:10])[F:9])[CH:7]=1.Cl. (7) Given the product [N+:23]([C:26]1[CH:31]=[C:30]([C:2]2[C:3]3[CH:10]=[C:9]([C:11]4[CH:16]=[CH:15][N:14]=[CH:13][CH:12]=4)[S:8][C:4]=3[N:5]=[CH:6][N:7]=2)[CH:29]=[CH:28][CH:27]=1)([O-:25])=[O:24], predict the reactants needed to synthesize it. The reactants are: Cl[C:2]1[C:3]2[CH:10]=[C:9]([C:11]3[CH:16]=[CH:15][N:14]=[CH:13][CH:12]=3)[S:8][C:4]=2[N:5]=[CH:6][N:7]=1.C([O-])([O-])=O.[K+].[K+].[N+:23]([C:26]1[CH:27]=[C:28](B(O)O)[CH:29]=[CH:30][CH:31]=1)([O-:25])=[O:24].